Dataset: Forward reaction prediction with 1.9M reactions from USPTO patents (1976-2016). Task: Predict the product of the given reaction. Given the reactants C(OC([N:6]1[CH2:11][CH2:10][CH:9]([N:12]2[C:16]3[CH:17]=[CH:18][C:19]([CH3:21])=[CH:20][C:15]=3[N:14]=[C:13]2[CH:22]([CH3:24])[CH3:23])[CH:8]([O:25][CH3:26])[CH2:7]1)=O)C, predict the reaction product. The product is: [CH:22]([C:13]1[N:12]([CH:9]2[CH2:10][CH2:11][NH:6][CH2:7][CH:8]2[O:25][CH3:26])[C:16]2[CH:17]=[CH:18][C:19]([CH3:21])=[CH:20][C:15]=2[N:14]=1)([CH3:24])[CH3:23].